From a dataset of Full USPTO retrosynthesis dataset with 1.9M reactions from patents (1976-2016). Predict the reactants needed to synthesize the given product. Given the product [NH2:1][C:2]1[N:3]=[C:4]([NH:19][C:20]2[CH:25]=[CH:24][C:23]([N:26]3[CH2:31][CH2:30][N:29]([CH3:32])[CH2:28][CH2:27]3)=[CH:22][CH:21]=2)[S:5][C:6]=1[C:7]([C:9]1[CH:14]=[CH:13][C:12]([N:33]2[CH2:38][CH2:37][CH2:36][CH:35]([CH2:39][OH:40])[CH2:34]2)=[C:11]([N+:16]([O-:18])=[O:17])[CH:10]=1)=[O:8], predict the reactants needed to synthesize it. The reactants are: [NH2:1][C:2]1[N:3]=[C:4]([NH:19][C:20]2[CH:25]=[CH:24][C:23]([N:26]3[CH2:31][CH2:30][N:29]([CH3:32])[CH2:28][CH2:27]3)=[CH:22][CH:21]=2)[S:5][C:6]=1[C:7]([C:9]1[CH:14]=[CH:13][C:12](Cl)=[C:11]([N+:16]([O-:18])=[O:17])[CH:10]=1)=[O:8].[NH:33]1[CH2:38][CH2:37][CH2:36][CH:35]([CH2:39][OH:40])[CH2:34]1.